From a dataset of Catalyst prediction with 721,799 reactions and 888 catalyst types from USPTO. Predict which catalyst facilitates the given reaction. Reactant: [NH2:1][C:2]1[O:6][C:5]([C:7]2[CH:12]=[CH:11][N:10]=[CH:9][C:8]=2[NH:13][C:14]2[CH:19]=[CH:18][C:17]([I:20])=[CH:16][C:15]=2[F:21])=[N:4][N:3]=1.[CH2:22](O)[CH3:23].C(O)(=O)C. Product: [CH2:22]([O:6][C:2]1[NH:1][C:5]([C:7]2[CH:12]=[CH:11][N:10]=[CH:9][C:8]=2[NH:13][C:14]2[CH:19]=[CH:18][C:17]([I:20])=[CH:16][C:15]=2[F:21])=[N:4][N:3]=1)[CH3:23]. The catalyst class is: 25.